Dataset: Reaction yield outcomes from USPTO patents with 853,638 reactions. Task: Predict the reaction yield, written as a fraction of the theoretical maximum amount of product (1.0 means a 100% yield; for example, 0.34 means a 34% yield). (1) The reactants are [N:1]1([C:7]2[CH:12]=[CH:11][C:10]([NH:13][C:14](=[O:36])[NH:15][NH:16][C:17](=O)[C:18]3[CH:23]=[C:22]([CH:24]([CH3:26])[CH3:25])[C:21]([O:27][CH2:28][O:29][CH3:30])=[CH:20][C:19]=3[O:31][CH2:32][O:33][CH3:34])=[CH:9][CH:8]=2)[CH2:6][CH2:5][O:4][CH2:3][CH2:2]1.[OH-].[Na+].[OH-].[K+].Cl.C(=O)([O-])O.[Na+]. No catalyst specified. The product is [CH:24]([C:22]1[C:21]([O:27][CH2:28][O:29][CH3:30])=[CH:20][C:19]([O:31][CH2:32][O:33][CH3:34])=[C:18]([C:17]2[N:13]([C:10]3[CH:11]=[CH:12][C:7]([N:1]4[CH2:6][CH2:5][O:4][CH2:3][CH2:2]4)=[CH:8][CH:9]=3)[C:14]([OH:36])=[N:15][N:16]=2)[CH:23]=1)([CH3:26])[CH3:25]. The yield is 0.160. (2) The reactants are [F:1][CH:2]([F:22])[C:3]1[NH:7][C:6]2[C:8]([C:18]([O:20][CH3:21])=[O:19])=[CH:9][C:10]([N:12]3[CH2:17][CH2:16][O:15][CH2:14][CH2:13]3)=[CH:11][C:5]=2[N:4]=1.C([O-])([O-])=O.[K+].[K+].Br[CH2:30][C:31]1[CH:36]=[CH:35][CH:34]=[C:33]([Cl:37])[C:32]=1[Cl:38]. The catalyst is CN(C=O)C. The product is [Cl:38][C:32]1[C:33]([Cl:37])=[CH:34][CH:35]=[CH:36][C:31]=1[CH2:30][N:4]1[C:5]2[CH:11]=[C:10]([N:12]3[CH2:17][CH2:16][O:15][CH2:14][CH2:13]3)[CH:9]=[C:8]([C:18]([O:20][CH3:21])=[O:19])[C:6]=2[N:7]=[C:3]1[CH:2]([F:1])[F:22]. The yield is 0.930.